Dataset: Full USPTO retrosynthesis dataset with 1.9M reactions from patents (1976-2016). Task: Predict the reactants needed to synthesize the given product. Given the product [NH2:1][C:2]1[NH:6][N:5]=[C:4]([Cl:12])[C:3]=1[C:7]([O:9][CH2:10][CH3:11])=[O:8], predict the reactants needed to synthesize it. The reactants are: [NH2:1][C:2]1[NH:6][N:5]=[CH:4][C:3]=1[C:7]([O:9][CH2:10][CH3:11])=[O:8].[Cl:12]N1C(=O)CCC1=O.O.